Dataset: NCI-60 drug combinations with 297,098 pairs across 59 cell lines. Task: Regression. Given two drug SMILES strings and cell line genomic features, predict the synergy score measuring deviation from expected non-interaction effect. (1) Drug 1: CC1=C(C(CCC1)(C)C)C=CC(=CC=CC(=CC(=O)O)C)C. Drug 2: CC12CCC3C(C1CCC2O)C(CC4=C3C=CC(=C4)O)CCCCCCCCCS(=O)CCCC(C(F)(F)F)(F)F. Cell line: ACHN. Synergy scores: CSS=8.46, Synergy_ZIP=0.282, Synergy_Bliss=4.52, Synergy_Loewe=-0.708, Synergy_HSA=1.18. (2) Drug 1: CC1C(C(CC(O1)OC2CC(OC(C2O)C)OC3=CC4=CC5=C(C(=O)C(C(C5)C(C(=O)C(C(C)O)O)OC)OC6CC(C(C(O6)C)O)OC7CC(C(C(O7)C)O)OC8CC(C(C(O8)C)O)(C)O)C(=C4C(=C3C)O)O)O)O. Drug 2: C1=NNC2=C1C(=O)NC=N2. Cell line: MCF7. Synergy scores: CSS=45.0, Synergy_ZIP=-2.60, Synergy_Bliss=-5.51, Synergy_Loewe=-48.8, Synergy_HSA=-4.86.